Dataset: Forward reaction prediction with 1.9M reactions from USPTO patents (1976-2016). Task: Predict the product of the given reaction. (1) The product is: [OH:25][C:23]([CH3:26])([CH3:24])[C@@H:22]([NH:21][C:17]([C:16]1[CH:15]=[N:14][N:11]2[CH:12]=[CH:13][C:8]([C:5]3[CH:6]=[N:7][C:2]([CH3:1])=[CH:3][CH:4]=3)=[N:9][C:10]=12)=[O:19])[C:27]1[CH:28]=[CH:29][C:30]([O:33][C:34]([F:35])([F:36])[F:37])=[CH:31][CH:32]=1. Given the reactants [CH3:1][C:2]1[N:7]=[CH:6][C:5]([C:8]2[CH:13]=[CH:12][N:11]3[N:14]=[CH:15][C:16]([C:17]([OH:19])=O)=[C:10]3[N:9]=2)=[CH:4][CH:3]=1.Cl.[NH2:21][C@@H:22]([C:27]1[CH:32]=[CH:31][C:30]([O:33][C:34]([F:37])([F:36])[F:35])=[CH:29][CH:28]=1)[C:23]([CH3:26])([OH:25])[CH3:24].ON1C2C=CC=CC=2N=N1.Cl.CN(C)CCCN=C=NCC, predict the reaction product. (2) Given the reactants [CH3:1]S(C)=O.[CH3:5][N:6]([CH3:12])[C@@H:7]1[CH2:11][CH2:10][NH:9][CH2:8]1.[C:13]([C:15]1[C:20]2[N:21]=[C:22]([C:24]([N:26]([CH3:33])N3C=CC=CC3)=[O:25])[O:23][C:19]=2[C:18](F)=[C:17]([C:35]2[CH:40]=[CH:39][CH:38]=[CH:37][CH:36]=2)[C:16]=1[CH3:41])#[N:14].C([N:44]([CH2:47][CH3:48])[CH2:45][CH3:46])C, predict the reaction product. The product is: [C:13]([C:15]1[C:20]2[N:21]=[C:22]([C:24]([N:26]([CH3:33])[C:47]3[CH:48]=[CH:1][CH:46]=[CH:45][N:44]=3)=[O:25])[O:23][C:19]=2[C:18]([N:9]2[CH2:10][CH2:11][C@H:7]([N:6]([CH3:12])[CH3:5])[CH2:8]2)=[C:17]([C:35]2[CH:40]=[CH:39][CH:38]=[CH:37][CH:36]=2)[C:16]=1[CH3:41])#[N:14]. (3) Given the reactants [CH3:1][C:2]1[CH:7]=[C:6]([O:8][CH2:9][C:10]2[CH:11]=[N:12][CH:13]=[CH:14][CH:15]=2)[CH:5]=[CH:4][C:3]=1[NH:16][C:17]1[O:18][CH2:19][C:20](=[O:27])[C:21]=1[C:22]([O:24][CH2:25][CH3:26])=[O:23].[NH:28]1[C:36]2[C:31](=[CH:32][CH:33]=[CH:34][N:35]=2)[C:30]([CH:37]=O)=[CH:29]1.N1CCC[C@H]1C(O)=O, predict the reaction product. The product is: [NH:28]1[C:36]2=[N:35][CH:34]=[CH:33][CH:32]=[C:31]2[C:30]([CH:37]=[C:19]2[O:18][C:17]([NH:16][C:3]3[CH:4]=[CH:5][C:6]([O:8][CH2:9][C:10]4[CH:11]=[N:12][CH:13]=[CH:14][CH:15]=4)=[CH:7][C:2]=3[CH3:1])=[C:21]([C:22]([O:24][CH2:25][CH3:26])=[O:23])[C:20]2=[O:27])=[CH:29]1. (4) Given the reactants [F:1][C:2]1[CH:7]=[CH:6][C:5]([F:8])=[CH:4][C:3]=1[C@@H:9]1[C@@H:14]([NH:15][C:16](=[O:18])[O-:17])[CH2:13][C:12](=O)[CH2:11][O:10]1.[CH3:20][S:21]([N:24]1[CH2:28][CH2:27][C:26]2([CH2:32][CH2:31][NH:30][CH2:29]2)[CH2:25]1)(=[O:23])=[O:22].[B][B][B][B][B][B][B][B][B][B], predict the reaction product. The product is: [C:3]([O:17][C:16](=[O:18])[NH:15][C@H:14]1[CH2:13][C@@H:12]([N:30]2[CH2:31][CH2:32][C:26]3([CH2:27][CH2:28][N:24]([S:21]([CH3:20])(=[O:22])=[O:23])[CH2:25]3)[CH2:29]2)[CH2:11][O:10][C@@H:9]1[C:3]1[CH:4]=[C:5]([F:8])[CH:6]=[CH:7][C:2]=1[F:1])([CH3:9])([CH3:4])[CH3:2]. (5) Given the reactants C(OC(=O)[NH:10][C:11]([C:14](=[O:34])[NH:15][C:16]1[S:17][C:18]([C:25](=[O:33])[C:26]2[CH:31]=[CH:30][C:29]([F:32])=[CH:28][CH:27]=2)=[C:19]([C:21]([F:24])([F:23])[F:22])[N:20]=1)([CH3:13])[CH3:12])C1C=CC=CC=1.Br, predict the reaction product. The product is: [NH2:10][C:11]([CH3:13])([CH3:12])[C:14]([NH:15][C:16]1[S:17][C:18]([C:25](=[O:33])[C:26]2[CH:31]=[CH:30][C:29]([F:32])=[CH:28][CH:27]=2)=[C:19]([C:21]([F:23])([F:24])[F:22])[N:20]=1)=[O:34]. (6) Given the reactants [CH3:1][C:2]1[C:14]([CH3:15])=[CH:13][CH:12]=[CH:11][C:3]=1[CH2:4][C:5]1[C:6]([NH2:10])=[N:7][NH:8][CH:9]=1.O=[C:17]([C:24]1[CH:29]=[CH:28][N:27]=[CH:26][CH:25]=1)[CH2:18][C:19](OCC)=[O:20], predict the reaction product. The product is: [CH3:1][C:2]1[C:14]([CH3:15])=[CH:13][CH:12]=[CH:11][C:3]=1[CH2:4][C:5]1[CH:9]=[N:8][N:7]2[C:19]([OH:20])=[CH:18][C:17]([C:24]3[CH:29]=[CH:28][N:27]=[CH:26][CH:25]=3)=[N:10][C:6]=12. (7) Given the reactants Br[CH2:2][CH2:3][CH2:4][N:5]1[CH2:9][CH2:8][N:7]([CH2:10][CH2:11][OH:12])[C:6]1=[C:13]([C:16]#[N:17])[C:14]#[N:15].[CH3:18][C@H:19]1[CH2:23][CH2:22][CH2:21][NH:20]1.[OH-].[Na+].C(=O)([O-])[O-].[K+].[K+].[I-].[Na+], predict the reaction product. The product is: [OH:12][CH2:11][CH2:10][N:7]1[CH2:8][CH2:9][N:5]([CH2:4][CH2:3][CH2:2][N:20]2[CH2:21][CH2:22][CH2:23][C@@H:19]2[CH3:18])[C:6]1=[C:13]([C:16]#[N:17])[C:14]#[N:15].